Task: Predict the reaction yield, written as a fraction of the theoretical maximum amount of product (1.0 means a 100% yield; for example, 0.34 means a 34% yield).. Dataset: Reaction yield outcomes from USPTO patents with 853,638 reactions (1) The product is [CH3:9][O:8][C:6]([CH:1]1[CH2:2][CH2:3][N:13]([C@H:14]2[CH2:20][CH2:19][CH2:18][N:17]([C:21]([O:23][C:24]([CH3:27])([CH3:26])[CH3:25])=[O:22])[CH2:16][CH2:15]2)[CH2:4][CH2:5]1)=[O:7]. The yield is 0.646. The catalyst is C(Cl)Cl.CO.ClCCCl.C(O)(=O)C. The reactants are [CH:1]1([C:6]([O:8][CH3:9])=[O:7])[CH2:5][CH:4]=[CH:3][CH2:2]1.O=[O+][O-].[NH2:13][C@H:14]1[CH2:20][CH2:19][CH2:18][N:17]([C:21]([O:23][C:24]([CH3:27])([CH3:26])[CH3:25])=[O:22])[CH2:16][CH2:15]1.CCN(CC)CC.C([O-])([O-])=O.[Na+].[Na+]. (2) The reactants are [Mg].Cl[C:3]1[CH:4]=[CH:5][C:6]([F:11])=[C:7]([CH:10]=1)[C:8]#[N:9].CN(C)[CH:14]=[O:15]. The catalyst is O1CCCC1.II. The product is [F:11][C:6]1[CH:5]=[CH:4][C:3]([CH:14]=[O:15])=[CH:10][C:7]=1[C:8]#[N:9]. The yield is 0.960. (3) The reactants are Cl.[NH:2]1[CH2:6][CH2:5][CH2:4][C@H:3]1[C:7]([O:9][CH2:10][CH3:11])=[O:8].CCN(CC)CC.[CH:19]1[CH:24]=[CH:23][C:22]([CH2:25][O:26][C:27](Cl)=[O:28])=[CH:21][CH:20]=1. The catalyst is C(Cl)Cl. The product is [N:2]1([C:27]([O:26][CH2:25][C:22]2[CH:23]=[CH:24][CH:19]=[CH:20][CH:21]=2)=[O:28])[CH2:6][CH2:5][CH2:4][C@H:3]1[C:7]([O:9][CH2:10][CH3:11])=[O:8]. The yield is 0.880. (4) The reactants are [Br:1][C:2]1[CH:3]=[C:4]([CH:7]=[CH:8][C:9]=1[OH:10])[C:5]#[N:6].C(=O)([O-])[O-].[K+].[K+].[CH2:17](Cl)[C:18]1[CH:23]=[CH:22][CH:21]=[CH:20][CH:19]=1.O. The catalyst is CC(C)=O.[I-].[K+].CCOCC. The product is [Br:1][C:2]1[CH:3]=[C:4]([CH:7]=[CH:8][C:9]=1[O:10][CH2:17][C:18]1[CH:23]=[CH:22][CH:21]=[CH:20][CH:19]=1)[C:5]#[N:6]. The yield is 0.860. (5) The reactants are [C:1]([C:4]1[CH:9]=[CH:8][C:7]([CH2:10][C:11]([O:13][CH3:14])=[O:12])=[CH:6][CH:5]=1)(=[O:3])[CH3:2].[Br:15]N1C(=O)CCC1=O. The catalyst is C(Cl)(Cl)(Cl)Cl.BrBr. The product is [C:1]([C:4]1[CH:9]=[CH:8][C:7]([CH:10]([Br:15])[C:11]([O:13][CH3:14])=[O:12])=[CH:6][CH:5]=1)(=[O:3])[CH3:2]. The yield is 0.890. (6) The yield is 0.390. No catalyst specified. The reactants are [CH2:1]([O:3][C:4](=[O:16])[C:5]#[C:6][C:7]1[CH:15]=[CH:14][C:10]2[O:11][CH2:12][O:13][C:9]=2[CH:8]=1)[CH3:2].[C:17]([O:21][C:22]([N:24]1[C:33]2[C:28](=[CH:29][CH:30]=[C:31]([CH2:34][CH2:35][O:36][C:37]3[CH:38]=[C:39]4[C:43](=[CH:44][CH:45]=3)[NH:42][CH:41]=[CH:40]4)[N:32]=2)[CH2:27][CH2:26][CH2:25]1)=[O:23])([CH3:20])([CH3:19])[CH3:18]. The product is [C:17]([O:21][C:22]([N:24]1[C:33]2[C:28](=[CH:29][CH:30]=[C:31]([CH2:34][CH2:35][O:36][C:37]3[CH:38]=[C:39]4[C:43](=[CH:44][CH:45]=3)[N:42]([C:6]([C:7]3[CH:15]=[CH:14][C:10]5[O:11][CH2:12][O:13][C:9]=5[CH:8]=3)=[CH:5][C:4]([O:3][CH2:1][CH3:2])=[O:16])[CH:41]=[CH:40]4)[N:32]=2)[CH2:27][CH2:26][CH2:25]1)=[O:23])([CH3:20])([CH3:18])[CH3:19]. (7) The reactants are [F:1][C:2]1([F:26])[O:6][C:5]2[CH:7]=[CH:8][CH:9]=[C:10]([N:11]3[CH:16]=[C:15]([O:17][CH3:18])[C:14](=[O:19])[C:13]([C:20](N(OC)C)=[O:21])=[N:12]3)[C:4]=2[O:3]1.[CH3:27][Mg+].[Br-]. The catalyst is C1COCC1. The product is [C:20]([C:13]1[C:14](=[O:19])[C:15]([O:17][CH3:18])=[CH:16][N:11]([C:10]2[C:4]3[O:3][C:2]([F:26])([F:1])[O:6][C:5]=3[CH:7]=[CH:8][CH:9]=2)[N:12]=1)(=[O:21])[CH3:27]. The yield is 0.990. (8) The reactants are [NH:1]1[C:5](/[CH:6]=[CH:7]/[C:8]([NH:10][C:11]2[C:19]3[N:18]=[C:17]([C:20]4[S:21][CH:22]=[CH:23][CH:24]=4)[NH:16][C:15]=3[C:14]([O:25]C)=[CH:13][CH:12]=2)=[O:9])=[CH:4][N:3]=[CH:2]1.[H][H]. The catalyst is C(O)C.[Pd]. The product is [OH:25][C:14]1[C:15]2[NH:16][C:17]([C:20]3[S:21][CH:22]=[CH:23][CH:24]=3)=[N:18][C:19]=2[C:11]([NH:10][C:8](=[O:9])[CH2:7][CH2:6][C:5]2[NH:1][CH:2]=[N:3][CH:4]=2)=[CH:12][CH:13]=1. The yield is 0.630. (9) The reactants are Cl.[NH2:2][C@@H:3]1[C:11]2[C:6](=[C:7]([C:12]3[S:16][C:15]([C:17]4[CH:18]=[CH:19][C:20]([O:25][CH:26]([CH3:28])[CH3:27])=[C:21]([CH:24]=4)[C:22]#[N:23])=[N:14][N:13]=3)[CH:8]=[CH:9][CH:10]=2)[CH2:5][CH2:4]1.CCN(C(C)C)C(C)C.[CH2:38]([O:40][C:41](=[O:47])[CH2:42][S:43](Cl)(=[O:45])=[O:44])[CH3:39]. The catalyst is C(Cl)Cl. The product is [C:22]([C:21]1[CH:24]=[C:17]([C:15]2[S:16][C:12]([C:7]3[CH:8]=[CH:9][CH:10]=[C:11]4[C:6]=3[CH2:5][CH2:4][C@@H:3]4[NH:2][S:43]([CH2:42][C:41]([O:40][CH2:38][CH3:39])=[O:47])(=[O:45])=[O:44])=[N:13][N:14]=2)[CH:18]=[CH:19][C:20]=1[O:25][CH:26]([CH3:28])[CH3:27])#[N:23]. The yield is 0.300. (10) The reactants are [C:1]([O:5][C:6]([N:8]1[CH2:13][CH2:12][CH:11]([CH:14]([N:16]2[C:20]3[N:21]=[C:22](Cl)[N:23]=[CH:24][C:19]=3[C:18]([C:26]([O:28][CH2:29][CH3:30])=[O:27])=[C:17]2[CH3:31])[CH3:15])[CH2:10][CH2:9]1)=[O:7])([CH3:4])([CH3:3])[CH3:2].[H][H]. The catalyst is CO.[Pd]. The product is [C:1]([O:5][C:6]([N:8]1[CH2:9][CH2:10][CH:11]([CH:14]([N:16]2[C:20]3[N:21]=[CH:22][N:23]=[CH:24][C:19]=3[C:18]([C:26]([O:28][CH2:29][CH3:30])=[O:27])=[C:17]2[CH3:31])[CH3:15])[CH2:12][CH2:13]1)=[O:7])([CH3:3])([CH3:4])[CH3:2]. The yield is 0.720.